From a dataset of Catalyst prediction with 721,799 reactions and 888 catalyst types from USPTO. Predict which catalyst facilitates the given reaction. Reactant: Cl[C:2]1[N:7]=[C:6]([NH:8][C@H:9]([CH2:13][CH3:14])[C:10]([NH2:12])=[O:11])[C:5]([F:15])=[CH:4][C:3]=1[C:16]#[N:17].[NH2:18][C:19]1[CH:20]=[N:21][C:22]2[C:27]([CH:28]=1)=[CH:26][CH:25]=[CH:24][CH:23]=2.C1C=CC(P(C2C(C3C(P(C4C=CC=CC=4)C4C=CC=CC=4)=CC=C4C=3C=CC=C4)=C3C(C=CC=C3)=CC=2)C2C=CC=CC=2)=CC=1.C(=O)([O-])[O-].[Cs+].[Cs+]. Product: [C:16]([C:3]1[CH:4]=[C:5]([F:15])[C:6]([NH:8][C@H:9]([CH2:13][CH3:14])[C:10]([NH2:12])=[O:11])=[N:7][C:2]=1[NH:18][C:19]1[CH:20]=[N:21][C:22]2[C:27]([CH:28]=1)=[CH:26][CH:25]=[CH:24][CH:23]=2)#[N:17]. The catalyst class is: 231.